Dataset: Peptide-MHC class I binding affinity with 185,985 pairs from IEDB/IMGT. Task: Regression. Given a peptide amino acid sequence and an MHC pseudo amino acid sequence, predict their binding affinity value. This is MHC class I binding data. (1) The peptide sequence is LTAPCDIYV. The MHC is HLA-A80:01 with pseudo-sequence HLA-A80:01. The binding affinity (normalized) is 0.0847. (2) The peptide sequence is SRWRIRSGL. The MHC is HLA-B27:05 with pseudo-sequence HLA-B27:05. The binding affinity (normalized) is 0.642. (3) The peptide sequence is YPLASLRSLF. The MHC is HLA-B35:03 with pseudo-sequence HLA-B35:03. The binding affinity (normalized) is 0.368. (4) The peptide sequence is AGILARWGSF. The MHC is HLA-A32:01 with pseudo-sequence HLA-A32:01. The binding affinity (normalized) is 0.349.